From a dataset of Forward reaction prediction with 1.9M reactions from USPTO patents (1976-2016). Predict the product of the given reaction. (1) Given the reactants [F:1][C:2]1[CH:7]=[CH:6][C:5]([C:8]2[N:12]([S:13]([C:16]3[CH:21]=[CH:20][CH:19]=[CH:18][CH:17]=3)(=[O:15])=[O:14])[C:11]([CH3:22])=[C:10]([CH2:23][OH:24])[CH:9]=2)=[CH:4][CH:3]=1.C[N+]1([O-])CCOCC1, predict the reaction product. The product is: [F:1][C:2]1[CH:3]=[CH:4][C:5]([C:8]2[N:12]([S:13]([C:16]3[CH:21]=[CH:20][CH:19]=[CH:18][CH:17]=3)(=[O:15])=[O:14])[C:11]([CH3:22])=[C:10]([CH:23]=[O:24])[CH:9]=2)=[CH:6][CH:7]=1. (2) Given the reactants C[O:2][C:3]1[N:8]=[CH:7][C:6]([C:9]2[CH:10]=[C:11]3[C:28](=[CH:29][CH:30]=2)[O:27][C:14]2([CH2:19][CH2:18][N:17](C(OC(C)(C)C)=O)[CH2:16][CH2:15]2)[CH2:13][C:12]3=[O:31])=[CH:5][CH:4]=1.[ClH:32], predict the reaction product. The product is: [ClH:32].[O:2]=[C:3]1[NH:8][CH:7]=[C:6]([C:9]2[CH:10]=[C:11]3[C:28](=[CH:29][CH:30]=2)[O:27][C:14]2([CH2:19][CH2:18][NH:17][CH2:16][CH2:15]2)[CH2:13][C:12]3=[O:31])[CH:5]=[CH:4]1.